This data is from Full USPTO retrosynthesis dataset with 1.9M reactions from patents (1976-2016). The task is: Predict the reactants needed to synthesize the given product. (1) Given the product [NH:43]1[CH2:48][CH2:47][O:46][C:45]2[CH:55]=[N:57][CH:51]=[C:52]([CH2:53][NH:15][C:16]3[CH:29]=[C:28]4[C:19]([O:20][C:21]5[C:22]([C:30]6[NH:35][C:34](=[O:36])[CH:33]=[C:32]([N:37]7[CH2:42][CH2:41][O:40][CH2:39][CH2:38]7)[CH:31]=6)=[CH:23][CH:24]=[CH:25][C:26]=5[CH2:27]4)=[CH:18][CH:17]=3)[C:44]1=2, predict the reactants needed to synthesize it. The reactants are: C(O[BH-](OC(=O)C)OC(=O)C)(=O)C.[Na+].[NH2:15][C:16]1[CH:29]=[C:28]2[C:19]([O:20][C:21]3[C:22]([C:30]4[NH:35][C:34](=[O:36])[CH:33]=[C:32]([N:37]5[CH2:42][CH2:41][O:40][CH2:39][CH2:38]5)[CH:31]=4)=[CH:23][CH:24]=[CH:25][C:26]=3[CH2:27]2)=[CH:18][CH:17]=1.[NH:43]1[CH2:48][CH2:47][O:46][C:45]2N=C[CH:51]=[C:52]([CH:53]=O)[C:44]1=2.[CH2:55]([N:57](CC)CC)C. (2) Given the product [CH3:19][N:20]([CH3:22])/[CH:21]=[C:9]1/[C:8](=[O:13])[CH:7]([CH:1]2[CH2:2][CH2:3][CH2:4][CH2:5][CH2:6]2)[CH2:12][CH2:11][CH2:10]/1, predict the reactants needed to synthesize it. The reactants are: [CH:1]1([CH:7]2[CH2:12][CH2:11][CH2:10][CH2:9][C:8]2=[O:13])[CH2:6][CH2:5][CH2:4][CH2:3][CH2:2]1.C(O[CH:19](N(C)C)[N:20]([CH3:22])[CH3:21])(C)(C)C. (3) Given the product [Cl:1][C:2]1[O:6][C:5]([C:7]([NH:17][C@@H:18]([CH2:31][C:32]2[CH:37]=[CH:36][CH:35]=[CH:34][C:33]=2[C:38]([F:41])([F:39])[F:40])[CH2:19][N:20]2[C:28](=[O:29])[C:27]3[C:22](=[CH:23][CH:24]=[CH:25][CH:26]=3)[C:21]2=[O:30])=[O:9])=[CH:4][C:3]=1[C:10]1[N:14]([CH3:15])[N:13]=[CH:12][C:11]=1[Cl:16], predict the reactants needed to synthesize it. The reactants are: [Cl:1][C:2]1[O:6][C:5]([C:7]([OH:9])=O)=[CH:4][C:3]=1[C:10]1[N:14]([CH3:15])[N:13]=[CH:12][C:11]=1[Cl:16].[NH2:17][C@@H:18]([CH2:31][C:32]1[CH:37]=[CH:36][CH:35]=[CH:34][C:33]=1[C:38]([F:41])([F:40])[F:39])[CH2:19][N:20]1[C:28](=[O:29])[C:27]2[C:22](=[CH:23][CH:24]=[CH:25][CH:26]=2)[C:21]1=[O:30].CCN(C(C)C)C(C)C.F[P-](F)(F)(F)(F)F.Br[P+](N1CCCC1)(N1CCCC1)N1CCCC1. (4) The reactants are: Br[C:2]1[S:6][C:5]([C:7]2[CH:12]=[CH:11][C:10]([Cl:13])=[CH:9][CH:8]=2)=[N:4][C:3]=1[CH2:14][OH:15].P([O-])([O-])([O-])=O.[Na+].[Na+].[Na+].B1(C=C)O[C:27](C)(C)[C:26](C)(C)O1.O. Given the product [Cl:13][C:10]1[CH:11]=[CH:12][C:7]([C:5]2[S:6][C:2]([CH:26]=[CH2:27])=[C:3]([CH2:14][OH:15])[N:4]=2)=[CH:8][CH:9]=1, predict the reactants needed to synthesize it. (5) Given the product [Cl:25][C:21]1[CH:22]=[CH:23][C:24]2[N:15]([CH2:14][CH:13]([OH:37])[CH:9]3[CH2:10][CH2:11][CH2:12][NH:8]3)[C:16](=[O:36])[C:17]3=[C:28]([CH3:29])[NH:27][N:26]=[C:18]3[C:19]=2[CH:20]=1, predict the reactants needed to synthesize it. The reactants are: C(OC([N:8]1[CH2:12][CH2:11][CH2:10][CH:9]1[C:13](=[O:37])[CH2:14][N:15]1[C:24]2[CH:23]=[CH:22][C:21]([Cl:25])=[CH:20][C:19]=2[C:18]2=[N:26][N:27](C3CCCCO3)[C:28]([CH3:29])=[C:17]2[C:16]1=[O:36])=O)(C)(C)C.[BH4-].[Na+].[NH4+].[Cl-]. (6) Given the product [Br:1][C:2]1[CH:7]=[CH:6][N:5]=[CH:4][C:3]=1[CH:18]=[O:19], predict the reactants needed to synthesize it. The reactants are: [Br:1][C:2]1[CH:7]=[CH:6][N:5]=[CH:4][CH:3]=1.C([N-]C(C)C)(C)C.[Li+].CN(C)[CH:18]=[O:19]. (7) Given the product [CH3:1][O:3][C:4](=[O:23])[CH:5]([CH:6]1[CH2:11][CH2:10][CH:9]([CH:12]2[CH2:17][CH2:16][CH:15]([CH2:18][CH2:19][CH2:20][CH2:21][CH3:22])[CH2:14][CH2:13]2)[CH2:8][CH2:7]1)[C:43]([OH:46])=[O:44], predict the reactants needed to synthesize it. The reactants are: [CH2:1]([O:3][C:4](=[O:23])[CH2:5][CH:6]1[CH2:11][CH2:10][CH:9]([CH:12]2[CH2:17][CH2:16][CH:15]([CH2:18][CH2:19][CH2:20][CH2:21][CH3:22])[CH2:14][CH2:13]2)[CH2:8][CH2:7]1)C.C([N-]C(C)C)(C)C.[Li+].CN(C)P(N(C)C)(N(C)C)=O.[C:43](Cl)(=[O:46])[O:44]C.[Cl-].[NH4+].